Dataset: Full USPTO retrosynthesis dataset with 1.9M reactions from patents (1976-2016). Task: Predict the reactants needed to synthesize the given product. (1) Given the product [OH:7][CH2:6][CH2:8][NH:9][CH2:1][CH:2]([OH:3])[CH2:4][OH:5], predict the reactants needed to synthesize it. The reactants are: [CH2:1]1[O:3][CH:2]1[CH2:4][OH:5].[CH2:6]([CH2:8][NH2:9])[OH:7]. (2) Given the product [Br:17][C:9]1[N:10]2[C:14](=[C:15]([CH3:16])[C:8]=1[C:5]1[CH:6]=[CH:7][C:2]([F:1])=[CH:3][CH:4]=1)[CH2:13][CH2:12][CH2:11]2, predict the reactants needed to synthesize it. The reactants are: [F:1][C:2]1[CH:7]=[CH:6][C:5]([C:8]2[C:15]([CH3:16])=[C:14]3[N:10]([CH2:11][CH2:12][CH2:13]3)[CH:9]=2)=[CH:4][CH:3]=1.[Br:17]N1C(=O)CCC1=O.C(OC(C)C)(C)C.CCCCCC. (3) Given the product [CH3:26][C:24]1[N:1]=[C:2]2[S:6][C:5]3[CH2:7][CH2:8][CH2:9][CH2:10][C:4]=3[C:3]2=[C:11]([C:13]2[CH:18]=[CH:17][C:16]([CH2:19][CH3:20])=[CH:15][CH:14]=2)[C:23]=1[CH2:22][C:21]([O:28][CH3:29])=[O:27], predict the reactants needed to synthesize it. The reactants are: [NH2:1][C:2]1[S:6][C:5]2[CH2:7][CH2:8][CH2:9][CH2:10][C:4]=2[C:3]=1[C:11]([C:13]1[CH:18]=[CH:17][C:16]([CH2:19][CH3:20])=[CH:15][CH:14]=1)=O.[C:21]([O:28][CH3:29])(=[O:27])[CH2:22][CH2:23][C:24]([CH3:26])=O.Cl[Si](C)(C)C. (4) Given the product [Cl:40][CH2:41][CH2:42][C:43]([NH:31][C:7]1[CH:8]=[C:9]([NH:14][C:15]2[N:20]=[C:19]([C:21]3[C:29]4[C:24](=[CH:25][CH:26]=[CH:27][CH:28]=4)[N:23]([CH3:30])[CH:22]=3)[CH:18]=[CH:17][N:16]=2)[C:10]([O:12][CH3:13])=[CH:11][C:6]=1[N:5]([CH2:4][CH2:3][N:2]([CH3:1])[CH3:33])[CH3:32])=[O:44], predict the reactants needed to synthesize it. The reactants are: [CH3:1][N:2]([CH3:33])[CH2:3][CH2:4][N:5]([CH3:32])[C:6]1[C:7]([NH2:31])=[CH:8][C:9]([NH:14][C:15]2[N:20]=[C:19]([C:21]3[C:29]4[C:24](=[CH:25][CH:26]=[CH:27][CH:28]=4)[N:23]([CH3:30])[CH:22]=3)[CH:18]=[CH:17][N:16]=2)=[C:10]([O:12][CH3:13])[CH:11]=1.C([O-])([O-])=O.[K+].[K+].[Cl:40][CH2:41][CH2:42][C:43](Cl)=[O:44].[OH-].[Na+]. (5) Given the product [F:16][C:17]1[CH:18]=[C:19]([C:23]2[N:24]=[C:25]([CH:28]3[CH2:33][CH2:32][N:31]([C:8]([NH:7][C:3]4[N:2]=[N:1][CH:6]=[CH:5][CH:4]=4)=[O:15])[CH2:30][CH2:29]3)[S:26][CH:27]=2)[CH:20]=[CH:21][CH:22]=1, predict the reactants needed to synthesize it. The reactants are: [N:1]1[CH:6]=[CH:5][CH:4]=[C:3]([NH:7][C:8](=[O:15])OCC(Cl)(Cl)Cl)[N:2]=1.[F:16][C:17]1[CH:18]=[C:19]([C:23]2[N:24]=[C:25]([CH:28]3[CH2:33][CH2:32][NH:31][CH2:30][CH2:29]3)[S:26][CH:27]=2)[CH:20]=[CH:21][CH:22]=1.C(N(C(C)C)CC)(C)C.O. (6) The reactants are: [C:1]([C:3]1[CH:4]=[CH:5][C:6]([NH:13][CH:14]2[CH2:18][CH2:17][CH2:16][CH2:15]2)=[C:7]([CH:12]=1)[C:8]([O:10]C)=[O:9])#[N:2].[OH-].[Na+].Cl. Given the product [C:1]([C:3]1[CH:4]=[CH:5][C:6]([NH:13][CH:14]2[CH2:18][CH2:17][CH2:16][CH2:15]2)=[C:7]([CH:12]=1)[C:8]([OH:10])=[O:9])#[N:2], predict the reactants needed to synthesize it. (7) Given the product [Cl:17][C:14]1[CH:15]=[C:16]2[NH:8][C:9](=[O:35])[C:10]3([CH:18]([C:19]4[CH:24]=[C:23]([Cl:25])[C:22]([F:26])=[CH:21][C:20]=4[O:27][C:28]([C:31]([O:33][CH3:34])=[O:32])([CH3:29])[CH3:30])[CH2:46][C:45](=[O:47])[NH:44][CH:43]3[C:41]3[CH:42]=[C:37]([F:36])[CH:38]=[CH:39][C:40]=3[CH3:52])[C:11]2=[CH:12][CH:13]=1, predict the reactants needed to synthesize it. The reactants are: C(OC([N:8]1[C:16]2[C:11](=[CH:12][CH:13]=[C:14]([Cl:17])[CH:15]=2)/[C:10](=[CH:18]/[C:19]2[CH:24]=[C:23]([Cl:25])[C:22]([F:26])=[CH:21][C:20]=2[O:27][C:28]([C:31]([O:33][CH3:34])=[O:32])([CH3:30])[CH3:29])/[C:9]1=[O:35])=O)(C)(C)C.[F:36][C:37]1[CH:38]=[CH:39][C:40]([CH3:52])=[C:41]([CH:43]=[N:44][C:45]([O:47][Si](C)(C)C)=[CH2:46])[CH:42]=1. (8) Given the product [Cl:22][C:11]1[N:10]=[C:9]([C:4]2[CH:5]=[CH:6][C:7]([Cl:8])=[C:2]([Cl:1])[CH:3]=2)[CH:14]=[C:13]([C:15]([F:18])([F:17])[F:16])[N:12]=1, predict the reactants needed to synthesize it. The reactants are: [Cl:1][C:2]1[CH:3]=[C:4]([C:9]2[CH:14]=[C:13]([C:15]([F:18])([F:17])[F:16])[NH:12][C:11](=O)[N:10]=2)[CH:5]=[CH:6][C:7]=1[Cl:8].P(Cl)(Cl)([Cl:22])=O. (9) Given the product [NH2:20][C:18]1[S:19][C:5]2[C:6]([N:9]3[CH2:14][CH2:13][N:12]([CH3:15])[C:11](=[O:16])[CH2:10]3)=[CH:7][CH:8]=[C:3]([O:2][CH3:1])[C:4]=2[N:17]=1, predict the reactants needed to synthesize it. The reactants are: [CH3:1][O:2][C:3]1[CH:8]=[CH:7][C:6]([N:9]2[CH2:14][CH2:13][N:12]([CH3:15])[C:11](=[O:16])[CH2:10]2)=[CH:5][C:4]=1[NH:17][C:18]([NH2:20])=[S:19].Br.CC(O)=O.CS(C)=O.